The task is: Predict the product of the given reaction.. This data is from Forward reaction prediction with 1.9M reactions from USPTO patents (1976-2016). (1) Given the reactants [C:1]([C:5]1[CH:6]=[C:7]([NH:17][C:18]([NH:20][C:21]2[C:22]([CH3:43])=[N:23][C:24]([N:27]3[CH2:32][CH2:31][N:30]([C:33](=[O:42])[C:34]4[C:39]([F:40])=[CH:38][CH:37]=[CH:36][C:35]=4[F:41])[CH2:29][CH2:28]3)=[CH:25][CH:26]=2)=[O:19])[N:8]([C:10]2[CH:15]=[CH:14][C:13]([CH3:16])=[CH:12][CH:11]=2)[N:9]=1)([CH3:4])([CH3:3])[CH3:2].CO.[CH3:46][S:47]([OH:50])(=[O:49])=[O:48], predict the reaction product. The product is: [CH3:46][S:47]([OH:50])(=[O:49])=[O:48].[C:1]([C:5]1[CH:6]=[C:7]([NH:17][C:18]([NH:20][C:21]2[C:22]([CH3:43])=[N:23][C:24]([N:27]3[CH2:32][CH2:31][N:30]([C:33](=[O:42])[C:34]4[C:35]([F:41])=[CH:36][CH:37]=[CH:38][C:39]=4[F:40])[CH2:29][CH2:28]3)=[CH:25][CH:26]=2)=[O:19])[N:8]([C:10]2[CH:15]=[CH:14][C:13]([CH3:16])=[CH:12][CH:11]=2)[N:9]=1)([CH3:4])([CH3:3])[CH3:2]. (2) Given the reactants [CH3:1][C:2]1[N:7]=[CH:6][C:5]([O:8][C:9]2[CH:14]=[CH:13][C:12]([NH:15][C:16]3[C:25]4[C:20](=[CH:21][CH:22]=[C:23](I)[CH:24]=4)[N:19]=[CH:18][N:17]=3)=[CH:11][C:10]=2[CH3:27])=[CH:4][CH:3]=1.[C:28]([O-:31])([O-])=O.[K+].[K+].[CH2:34](Cl)Cl.CO[CH2:39][CH2:40][O:41][CH3:42], predict the reaction product. The product is: [CH3:1][C:2]1[N:7]=[CH:6][C:5]([O:8][C:9]2[CH:14]=[CH:13][C:12]([NH:15][C:16]3[C:25]4[C:20](=[CH:21][CH:22]=[C:23]([C:42]5[O:41][C:40]([CH:28]=[O:31])=[CH:39][CH:34]=5)[CH:24]=4)[N:19]=[CH:18][N:17]=3)=[CH:11][C:10]=2[CH3:27])=[CH:4][CH:3]=1. (3) Given the reactants [Cl:1][C:2]1[CH:7]=[C:6]([C:8]([F:11])([F:10])[F:9])[CH:5]=[C:4]([Cl:12])[C:3]=1[N:13]1[C:17]([N:18]([CH2:20][CH:21]([OH:24])[CH2:22][OH:23])[CH3:19])=[C:16]([S:25]([C:28]([F:31])([F:30])[F:29])(=[O:27])=[O:26])[C:15]([C:32]#[N:33])=[N:14]1.[CH2:34]1[CH2:38][O:37]CC1.CCCCCCC.[C:46](OCC)(=[O:48])[CH3:47], predict the reaction product. The product is: [C:46]([O:23][CH2:22][CH:21]([O:24][C:38](=[O:37])[CH3:34])[CH2:20][N:18]([C:17]1[N:13]([C:3]2[C:2]([Cl:1])=[CH:7][C:6]([C:8]([F:11])([F:10])[F:9])=[CH:5][C:4]=2[Cl:12])[N:14]=[C:15]([C:32]#[N:33])[C:16]=1[S:25]([C:28]([F:31])([F:29])[F:30])(=[O:26])=[O:27])[CH3:19])(=[O:48])[CH3:47].